Task: Predict the product of the given reaction.. Dataset: Forward reaction prediction with 1.9M reactions from USPTO patents (1976-2016) (1) Given the reactants C([Si](C)(C)[O:6][C:7]1[CH:12]=[CH:11][C:10]([CH:13]([C:15]2[CH:20]=[CH:19][N:18]=[CH:17][C:16]=2[F:21])O)=[CH:9][C:8]=1[O:22][CH3:23])(C)(C)C, predict the reaction product. The product is: [F:21][C:16]1[CH:17]=[N:18][CH:19]=[CH:20][C:15]=1[CH2:13][C:10]1[CH:11]=[CH:12][C:7]([OH:6])=[C:8]([O:22][CH3:23])[CH:9]=1. (2) Given the reactants Br[C:2]1[CH:10]=[CH:9][CH:8]=[C:7]2[C:3]=1[C:4](=[O:17])[C:5](=[O:16])[N:6]2[CH2:11][CH2:12][CH2:13][CH2:14][CH3:15].C(N1C2C(=CC=CC=2)C(=O)C1=O)CCCC.O1C2C=CC(O)=CC=2OC1.[F:44][C:45]1[CH:50]=[CH:49][C:48]([OH:51])=[CH:47][CH:46]=1, predict the reaction product. The product is: [F:44][C:45]1[CH:46]=[CH:47][C:48]([OH:51])=[C:49]([C:4]2([OH:17])[C:3]3[C:7](=[CH:8][CH:9]=[CH:10][CH:2]=3)[N:6]([CH2:11][CH2:12][CH2:13][CH2:14][CH3:15])[C:5]2=[O:16])[CH:50]=1. (3) Given the reactants Br[C:2]1[CH:7]=[CH:6][C:5]([Cl:8])=[CH:4][C:3]=1[N+:9]([O-:11])=[O:10].[CH3:12][O:13][C:14]1[CH:19]=[CH:18][C:17]([OH:20])=[CH:16][CH:15]=1.C([O-])([O-])=O.[K+].[K+].O, predict the reaction product. The product is: [Cl:8][C:5]1[CH:6]=[CH:7][C:2]([O:20][C:17]2[CH:18]=[CH:19][C:14]([O:13][CH3:12])=[CH:15][CH:16]=2)=[C:3]([N+:9]([O-:11])=[O:10])[CH:4]=1.